Dataset: Full USPTO retrosynthesis dataset with 1.9M reactions from patents (1976-2016). Task: Predict the reactants needed to synthesize the given product. The reactants are: [Si:1](Cl)([C:4]([CH3:7])([CH3:6])[CH3:5])([CH3:3])[CH3:2].[Cl:9][C:10]1[CH:11]=[C:12]([C@@H:16]2[C@@H:21]([C:22]3[CH:27]=[CH:26][C:25]([Cl:28])=[CH:24][CH:23]=3)[N:20]([C@@H:29]([CH:32]3[CH2:34][CH2:33]3)[CH2:30][OH:31])[C:19](=[O:35])[CH2:18][O:17]2)[CH:13]=[CH:14][CH:15]=1.N1C=CN=C1. Given the product [Si:1]([O:31][CH2:30][C@@H:29]([N:20]1[C@H:21]([C:22]2[CH:23]=[CH:24][C:25]([Cl:28])=[CH:26][CH:27]=2)[C@@H:16]([C:12]2[CH:13]=[CH:14][CH:15]=[C:10]([Cl:9])[CH:11]=2)[O:17][CH2:18][C:19]1=[O:35])[CH:32]1[CH2:33][CH2:34]1)([C:4]([CH3:7])([CH3:6])[CH3:5])([CH3:3])[CH3:2], predict the reactants needed to synthesize it.